From a dataset of Reaction yield outcomes from USPTO patents with 853,638 reactions. Predict the reaction yield, written as a fraction of the theoretical maximum amount of product (1.0 means a 100% yield; for example, 0.34 means a 34% yield). (1) The reactants are [ClH:1].[OH:2][C:3]1[CH:4]=[C:5]([CH:31]=[C:32]([F:34])[CH:33]=1)[CH2:6][C@H:7]([NH:27][C:28](=[O:30])[CH3:29])[C@H:8]([OH:26])[CH2:9][NH:10][C:11]1([C:17]2[CH:22]=[CH:21][CH:20]=[C:19]([CH:23]([CH3:25])[CH3:24])[CH:18]=2)[CH2:16][CH2:15][CH2:14][CH2:13][CH2:12]1.Br[CH2:36][CH2:37][CH2:38][CH2:39][CH2:40][CH2:41][CH3:42]. No catalyst specified. The product is [ClH:1].[CH2:36]([O:2][C:3]1[CH:4]=[C:5]([CH:31]=[C:32]([F:34])[CH:33]=1)[CH2:6][C@H:7]([NH:27][C:28](=[O:30])[CH3:29])[C@H:8]([OH:26])[CH2:9][NH:10][C:11]1([C:17]2[CH:22]=[CH:21][CH:20]=[C:19]([CH:23]([CH3:25])[CH3:24])[CH:18]=2)[CH2:16][CH2:15][CH2:14][CH2:13][CH2:12]1)[CH2:37][CH2:38][CH2:39][CH2:40][CH2:41][CH3:42]. The yield is 0.340. (2) The reactants are [CH3:1][O:2][C:3]1[CH:8]=[CH:7][CH:6]=[CH:5][C:4]=1[CH2:9][C:10]([OH:12])=O.S(Cl)(Cl)=O.COC1C=CC=CC=1CC(Cl)=O.[NH2:29][C:30]1[CH:35]=[CH:34][C:33]([N+:36]([O-:38])=[O:37])=[CH:32][N:31]=1. The catalyst is O1CCCC1.N1C=CC=CC=1.C(OCC)(=O)C.O. The product is [CH3:1][O:2][C:3]1[CH:8]=[CH:7][CH:6]=[CH:5][C:4]=1[CH2:9][C:10]([NH:29][C:30]1[CH:35]=[CH:34][C:33]([N+:36]([O-:38])=[O:37])=[CH:32][N:31]=1)=[O:12]. The yield is 0.730. (3) The reactants are CC([O-])(C)C.[Na+].Cl[C:8]1[CH:14]=[CH:13][CH:12]=[CH:11][C:9]=1[NH2:10].Br[C:16]1[CH:21]=[C:20]([O:22][CH3:23])[CH:19]=[CH:18][C:17]=1[O:24][CH3:25]. The catalyst is C1(C)C=CC=CC=1.CC([O-])=O.CC([O-])=O.[Pd+2]. The product is [CH3:25][O:24][C:17]1[C:16]2[NH:10][C:9]3[C:8](=[CH:14][CH:13]=[CH:12][CH:11]=3)[C:21]=2[C:20]([O:22][CH3:23])=[CH:19][CH:18]=1. The yield is 0.550. (4) The reactants are [NH:1]([C:13]([O:15][C:16]([CH3:19])([CH3:18])[CH3:17])=[O:14])[C@H:2]([C:9]([O:11][CH3:12])=[O:10])[CH2:3][CH2:4][C:5](=[O:8])[O:6][CH3:7].[Li+].C[Si]([N-][Si](C)(C)C)(C)C.Br[CH2:31][C:32]#[N:33]. The catalyst is C1COCC1. The product is [C:16]([O:15][C:13]([NH:1][C@@H:2]([CH2:3][CH:4]([CH2:31][C:32]#[N:33])[C:5]([O:6][CH3:7])=[O:8])[C:9]([O:11][CH3:12])=[O:10])=[O:14])([CH3:19])([CH3:18])[CH3:17]. The yield is 0.700. (5) The reactants are [NH2:1][C:2]1[N:7]=[CH:6][C:5]([C:8]2[CH:9]=[CH:10][C:11]([N:14]3[CH2:19][CH2:18][N:17]([C:20]([O:22][C:23]([CH3:26])([CH3:25])[CH3:24])=[O:21])[CH2:16][CH2:15]3)=[N:12][CH:13]=2)=[CH:4][N:3]=1.Cl[CH:28]([C:31]1([C:34]2[CH:35]=[C:36]3[C:41](=[CH:42][CH:43]=2)[N:40]=[CH:39][CH:38]=[CH:37]3)[CH2:33][CH2:32]1)[CH:29]=O. The catalyst is C(O)(C)C.CO. The product is [N:40]1[C:41]2[C:36](=[CH:35][C:34]([C:31]3([C:28]4[N:7]5[CH:6]=[C:5]([C:8]6[CH:9]=[CH:10][C:11]([N:14]7[CH2:15][CH2:16][N:17]([C:20]([O:22][C:23]([CH3:26])([CH3:25])[CH3:24])=[O:21])[CH2:18][CH2:19]7)=[N:12][CH:13]=6)[CH:4]=[N:3][C:2]5=[N:1][CH:29]=4)[CH2:33][CH2:32]3)=[CH:43][CH:42]=2)[CH:37]=[CH:38][CH:39]=1. The yield is 0.434. (6) The reactants are [OH:1][C:2]1[CH:3]=[C:4]([CH:7]=[CH:8][CH:9]=1)[C:5]#[N:6].Cl[C:11]1[CH:16]=[C:15]([CH3:17])[N:14]=[C:13]([NH:18][C:19]2[CH:24]=[CH:23][C:22]([N:25]3[CH:29]=[C:28]([CH3:30])[N:27]=[CH:26]3)=[C:21]([O:31][CH3:32])[CH:20]=2)[N:12]=1. No catalyst specified. The product is [CH3:32][O:31][C:21]1[CH:20]=[C:19]([NH:18][C:13]2[N:12]=[C:11]([O:1][C:2]3[CH:3]=[C:4]([CH:7]=[CH:8][CH:9]=3)[C:5]#[N:6])[CH:16]=[C:15]([CH3:17])[N:14]=2)[CH:24]=[CH:23][C:22]=1[N:25]1[CH:29]=[C:28]([CH3:30])[N:27]=[CH:26]1. The yield is 0.750.